This data is from Forward reaction prediction with 1.9M reactions from USPTO patents (1976-2016). The task is: Predict the product of the given reaction. (1) Given the reactants I[C:2]1[C:3](=[O:17])[NH:4][C:5](=[O:16])[N:6]([CH:15]=1)[C@@H:7]1[O:14][C@H:11]([CH2:12][OH:13])[C@@H:9]([OH:10])[CH2:8]1.C(N(CCCC)CCCC)CCC.[CH:31]([CH:33]1[CH2:38][CH2:37][CH2:36][CH2:35][CH2:34]1)=[CH2:32].C(Cl)(Cl)Cl, predict the reaction product. The product is: [CH:33]1([CH:31]=[CH:32][C:2]2[C:3](=[O:17])[NH:4][C:5](=[O:16])[N:6]([CH:15]=2)[C@@H:7]2[O:14][C@H:11]([CH2:12][OH:13])[C@@H:9]([OH:10])[CH2:8]2)[CH2:38][CH2:37][CH2:36][CH2:35][CH2:34]1. (2) Given the reactants [S:1]([Cl:5])([CH3:4])(=[O:3])=[O:2].[Cl:6][C:7]1[CH:8]=[CH:9][C:10]([O:15][C:16]([CH3:34])([C:18]2[N:22]([CH3:23])[C:21]([C:24]3[CH:29]=[CH:28][CH:27]=[CH:26][C:25]=3[C:30]([F:33])([F:32])[F:31])=[N:20][N:19]=2)[CH3:17])=[C:11]([CH2:13][NH2:14])[CH:12]=1.C(N(CC)CC)C.C(=O)(O)[O-].[Na+], predict the reaction product. The product is: [ClH:5].[Cl:6][C:7]1[CH:8]=[CH:9][C:10]([O:15][C:16]([CH3:34])([C:18]2[N:22]([CH3:23])[C:21]([C:24]3[CH:29]=[CH:28][CH:27]=[CH:26][C:25]=3[C:30]([F:31])([F:33])[F:32])=[N:20][N:19]=2)[CH3:17])=[C:11]([CH:12]=1)[CH2:13][NH:14][S:1]([CH3:4])(=[O:3])=[O:2]. (3) Given the reactants F[C:2]1[C:7]([C:8]2[N:13]=[C:12]([CH3:14])[N:11]=[C:10]([N:15](CC3C=CC(OC)=CC=3)CC3C=CC(OC)=CC=3)[N:9]=2)=[CH:6][C:5]([CH2:34][N:35]2[CH2:40][CH2:39][N:38]([S:41]([CH3:44])(=[O:43])=[O:42])[CH2:37][CH2:36]2)=[CH:4][N:3]=1.[CH3:45][N:46]1[C:50]2=[N:51][CH:52]=[C:53]([NH2:55])[CH:54]=[C:49]2[N:48]=[CH:47]1, predict the reaction product. The product is: [NH2:15][C:10]1[N:11]=[C:12]([CH3:14])[N:13]=[C:8]([C:7]2[C:2]([NH:55][C:53]3[CH:54]=[C:49]4[N:48]=[CH:47][N:46]([CH3:45])[C:50]4=[N:51][CH:52]=3)=[N:3][CH:4]=[C:5]([CH2:34][N:35]3[CH2:40][CH2:39][N:38]([S:41]([CH3:44])(=[O:43])=[O:42])[CH2:37][CH2:36]3)[CH:6]=2)[N:9]=1. (4) Given the reactants C([O:4][CH2:5]/[CH:6]=[C:7]1\[CH:8]([C:39]2[N:43]([CH3:44])[N:42]=[CH:41][N:40]=2)[CH:9]([C:32]2[CH:37]=[CH:36][C:35]([F:38])=[CH:34][CH:33]=2)[N:10]([C:25]([O:27][C:28]([CH3:31])([CH3:30])[CH3:29])=[O:26])[C:11]2[CH:12]=[C:13]([F:24])[CH:14]=[C:15]([C:17]([O:19][C:20]([CH3:23])([CH3:22])[CH3:21])=[O:18])[C:16]\1=2)(=O)C.[OH-].[Na+], predict the reaction product. The product is: [F:24][C:13]1[CH:14]=[C:15]([C:17]([O:19][C:20]([CH3:23])([CH3:22])[CH3:21])=[O:18])[C:16]2/[C:7](=[CH:6]/[CH2:5][OH:4])/[CH:8]([C:39]3[N:43]([CH3:44])[N:42]=[CH:41][N:40]=3)[CH:9]([C:32]3[CH:33]=[CH:34][C:35]([F:38])=[CH:36][CH:37]=3)[N:10]([C:25]([O:27][C:28]([CH3:31])([CH3:30])[CH3:29])=[O:26])[C:11]=2[CH:12]=1. (5) Given the reactants [CH3:1][C:2]1[CH:3]=[C:4]([C:35](O)=[O:36])[S:5][C:6]=1[C:7]1[CH:8]=[C:9]2[C:14](=[C:15]([O:17]COCC[Si](C)(C)C)[CH:16]=1)[N:13]=[CH:12][N:11](COCC[Si](C)(C)C)[C:10]2=[O:34].[NH:38]1[CH2:43][CH2:42][CH2:41][CH2:40][CH2:39]1.C(N(CC)C(C)C)(C)C.F[P-](F)(F)(F)(F)F.N1(OC(N(C)C)=[N+](C)C)C2N=CC=CC=2N=N1, predict the reaction product. The product is: [OH:17][C:15]1[CH:16]=[C:7]([C:6]2[S:5][C:4]([C:35]([N:38]3[CH2:43][CH2:42][CH2:41][CH2:40][CH2:39]3)=[O:36])=[CH:3][C:2]=2[CH3:1])[CH:8]=[C:9]2[C:14]=1[N:13]=[CH:12][NH:11][C:10]2=[O:34].